Dataset: Full USPTO retrosynthesis dataset with 1.9M reactions from patents (1976-2016). Task: Predict the reactants needed to synthesize the given product. (1) Given the product [F:30][C:31]1[CH:36]=[CH:35][C:34]([CH2:37][C:38](=[O:39])[CH2:26][C:25]([C:23]2[N:22]=[CH:21][N:20]([C:1]([C:14]3[CH:15]=[CH:16][CH:17]=[CH:18][CH:19]=3)([C:8]3[CH:9]=[CH:10][CH:11]=[CH:12][CH:13]=3)[C:2]3[CH:7]=[CH:6][CH:5]=[CH:4][CH:3]=3)[CH:24]=2)=[O:27])=[CH:33][CH:32]=1, predict the reactants needed to synthesize it. The reactants are: [C:1]([N:20]1[CH:24]=[C:23]([C:25](=[O:27])[CH3:26])[N:22]=[CH:21]1)([C:14]1[CH:19]=[CH:18][CH:17]=[CH:16][CH:15]=1)([C:8]1[CH:13]=[CH:12][CH:11]=[CH:10][CH:9]=1)[C:2]1[CH:7]=[CH:6][CH:5]=[CH:4][CH:3]=1.[H-].[Na+].[F:30][C:31]1[CH:36]=[CH:35][C:34]([CH2:37][C:38](OC)=[O:39])=[CH:33][CH:32]=1. (2) The reactants are: [Cl:1][C:2]1[N:3]=[C:4]2[C:15]([CH3:16])=[CH:14][CH:13]=[CH:12][N:5]2[C:6](=[O:11])[C:7]=1[N+:8]([O-])=O.[Cl-].[Cl-].[Ca+2].O. Given the product [NH2:8][C:7]1[C:6](=[O:11])[N:5]2[CH:12]=[CH:13][CH:14]=[C:15]([CH3:16])[C:4]2=[N:3][C:2]=1[Cl:1], predict the reactants needed to synthesize it. (3) Given the product [Br:1][C:2]1[CH:9]=[C:8]([CH:7]=[CH:6][C:3]=1[CH:4]=[O:5])[O:11][C:12]1[CH:13]=[CH:14][C:15]([C:16]([O:18][CH2:19][CH3:20])=[O:17])=[CH:21][CH:22]=1, predict the reactants needed to synthesize it. The reactants are: [Br:1][C:2]1[CH:9]=[C:8](F)[CH:7]=[CH:6][C:3]=1[CH:4]=[O:5].[OH:11][C:12]1[CH:22]=[CH:21][C:15]([C:16]([O:18][CH2:19][CH3:20])=[O:17])=[CH:14][CH:13]=1.CN(C=O)C.C(=O)([O-])[O-].[K+].[K+]. (4) Given the product [OH:15][C:14]1[N:26]([CH3:25])[N:27]=[C:12]([C:9]2[CH:10]=[CH:11][C:6]([S:3]([N:2]([CH3:19])[CH3:1])(=[O:5])=[O:4])=[CH:7][CH:8]=2)[CH:13]=1, predict the reactants needed to synthesize it. The reactants are: [CH3:1][N:2]([CH3:19])[S:3]([C:6]1[CH:11]=[CH:10][C:9]([C:12](=O)[CH2:13][C:14](OC)=[O:15])=[CH:8][CH:7]=1)(=[O:5])=[O:4].S([O-])([O-])(=O)=O.[CH3:25][NH2+:26][NH3+:27].C(N(CC)CC)C. (5) Given the product [CH3:3][N:2]([CH2:4][CH2:5][O:6][C:7]1[CH:8]=[C:9]([CH:14]=[CH:15][C:16]=1[I:17])[C:10]([OH:12])=[O:11])[CH3:1], predict the reactants needed to synthesize it. The reactants are: [CH3:1][N:2]([CH2:4][CH2:5][O:6][C:7]1[CH:8]=[C:9]([CH:14]=[CH:15][C:16]=1[I:17])[C:10]([O:12]C)=[O:11])[CH3:3].[OH-].[Na+]. (6) Given the product [Br-:1].[CH:75]1([C:80]([OH:90])([C:84]2[CH:85]=[CH:86][CH:87]=[CH:88][CH:89]=2)[C:81]([O:56][C@@H:57]2[CH:62]3[CH2:63][CH2:64][N+:59]([CH2:65][C:66](=[O:74])[NH:67][C:68]4[CH:73]=[N:72][CH:71]=[CH:70][N:69]=4)([CH2:60][CH2:61]3)[CH2:58]2)=[O:82])[CH2:79][CH2:78][CH2:77][CH2:76]1, predict the reactants needed to synthesize it. The reactants are: [Br-:1].C1(C(C2C=CC=CC=2)(C)C(O[C@@H]2C3CC[N+](CC(=O)NC4C=CON=4)(CC3)C2)=O)C=CC=CC=1.[Br-].O[C@@H]1C2CC[N+](CC(=O)NC3C=CON=3)(CC2)C1.[Br-].[OH:56][C@@H:57]1[CH:62]2[CH2:63][CH2:64][N+:59]([CH2:65][C:66](=[O:74])[NH:67][C:68]3[CH:73]=[N:72][CH:71]=[CH:70][N:69]=3)([CH2:60][CH2:61]2)[CH2:58]1.[CH:75]1([C:80]([OH:90])([C:84]2[CH:89]=[CH:88][CH:87]=[CH:86][CH:85]=2)[C:81](O)=[O:82])[CH2:79][CH2:78][CH2:77][CH2:76]1. (7) Given the product [N:18]1([CH:16]([NH:8][C:6](=[O:7])[C:5]2[CH:9]=[CH:10][C:2]([Cl:1])=[CH:3][C:4]=2[F:11])[C:13]([CH3:14])([CH3:15])[CH3:12])[C:22]2[CH:23]=[CH:24][CH:25]=[CH:26][C:21]=2[N:20]=[N:19]1, predict the reactants needed to synthesize it. The reactants are: [Cl:1][C:2]1[CH:10]=[CH:9][C:5]([C:6]([NH2:8])=[O:7])=[C:4]([F:11])[CH:3]=1.[CH3:12][C:13]([CH:16]=O)([CH3:15])[CH3:14].[NH:18]1[C:22]2[CH:23]=[CH:24][CH:25]=[CH:26][C:21]=2[N:20]=[N:19]1.C1(C)C=CC(S(O)(=O)=O)=CC=1. (8) Given the product [F:42][C:43]([F:51])([F:52])[C:44]1[CH:45]=[C:46]([CH:48]=[CH:49][CH:50]=1)[NH:47][C:23]1[C:32]2[C:27](=[CH:28][CH:29]=[CH:30][CH:31]=2)[C:26]([CH2:33][C:34]2[CH:35]=[N:36][C:37]([Cl:40])=[CH:38][CH:39]=2)=[C:25]([CH3:41])[N:24]=1, predict the reactants needed to synthesize it. The reactants are: ClC1C2C(=CC=CC=2)C(CC2C=NC(OC)=CC=2)=C(C)N=1.Cl[C:23]1[C:32]2[C:27](=[CH:28][CH:29]=[CH:30][CH:31]=2)[C:26]([CH2:33][C:34]2[CH:35]=[N:36][C:37]([Cl:40])=[CH:38][CH:39]=2)=[C:25]([CH3:41])[N:24]=1.[F:42][C:43]([F:52])([F:51])[C:44]1[CH:45]=[C:46]([CH:48]=[CH:49][CH:50]=1)[NH2:47].Cl.O1CCOCC1.